Dataset: Forward reaction prediction with 1.9M reactions from USPTO patents (1976-2016). Task: Predict the product of the given reaction. (1) Given the reactants C[N:2](C)/[CH:3]=[C:4](/[C:7]1[CH:12]=[CH:11][C:10]([N+:13]([O-:15])=[O:14])=[CH:9][C:8]=1[O:16][CH3:17])\[C:5]#N.[NH2:19][C:20]1[CH:24]=[CH:23][NH:22][N:21]=1.Cl, predict the reaction product. The product is: [CH3:17][O:16][C:8]1[CH:9]=[C:10]([N+:13]([O-:15])=[O:14])[CH:11]=[CH:12][C:7]=1[C:4]1[CH:5]=[N:19][C:20]2[N:21]([N:22]=[CH:23][CH:24]=2)[C:3]=1[NH2:2]. (2) Given the reactants [CH3:1][C:2]1[C:7]([CH2:8]O)=[CH:6][CH:5]=[C:4]([C:10]([F:13])([F:12])[F:11])[N:3]=1.C1C=CC(OP(OC2C=CC=CC=2)([N:23]=[N+:24]=[N-:25])=O)=CC=1.N12CCCN=C1CCCCC2, predict the reaction product. The product is: [N:23]([CH2:8][C:7]1[C:2]([CH3:1])=[N:3][C:4]([C:10]([F:13])([F:12])[F:11])=[CH:5][CH:6]=1)=[N+:24]=[N-:25]. (3) Given the reactants [F:1][C:2]([F:27])([F:26])[C:3]1[CH:8]=[CH:7][C:6]([C:9]2[CH:14]=[CH:13][N:12]=[C:11]([NH:15][C:16]3[CH:21]=[CH:20][C:19]([S:22](Cl)(=[O:24])=[O:23])=[CH:18][CH:17]=3)[N:10]=2)=[CH:5][CH:4]=1.[NH2:28][CH2:29][CH2:30][CH2:31][OH:32], predict the reaction product. The product is: [OH:32][CH2:31][CH2:30][CH2:29][NH:28][S:22]([C:19]1[CH:20]=[CH:21][C:16]([NH:15][C:11]2[N:10]=[C:9]([C:6]3[CH:7]=[CH:8][C:3]([C:2]([F:27])([F:26])[F:1])=[CH:4][CH:5]=3)[CH:14]=[CH:13][N:12]=2)=[CH:17][CH:18]=1)(=[O:24])=[O:23]. (4) Given the reactants C([O:5][C:6](=[O:37])[CH:7]([O:9][C:10]1[CH:15]=[CH:14][C:13]([CH2:16][NH:17][C:18]([C:20]2[C:21]([O:26][C:27]3[CH:35]=[CH:34][C:30]4=[N:31][S:32][N:33]=[C:29]4[CH:28]=3)=[N:22][CH:23]=[CH:24][CH:25]=2)=[O:19])=[C:12]([F:36])[CH:11]=1)[CH3:8])(C)(C)C.C(OC(=O)C(OC1C=CC(CNC(C2C(OC3C=CC4=NON=C4C=3)=NC=CC=2)=O)=C(F)C=1)C)(C)(C)C, predict the reaction product. The product is: [N:31]1[S:32][N:33]=[C:29]2[CH:28]=[C:27]([O:26][C:21]3[C:20]([C:18]([NH:17][CH2:16][C:13]4[CH:14]=[CH:15][C:10]([O:9][CH:7]([CH3:8])[C:6]([OH:37])=[O:5])=[CH:11][C:12]=4[F:36])=[O:19])=[CH:25][CH:24]=[CH:23][N:22]=3)[CH:35]=[CH:34][C:30]=12. (5) The product is: [F:1][C:2]1[CH:44]=[CH:43][C:42]([F:45])=[CH:41][C:3]=1[CH2:4][N:5]([CH2:6][C@@H:7]1[CH2:11][C@@H:10]([S:12][C:13]([C:14]2[CH:15]=[CH:16][CH:17]=[CH:18][CH:19]=2)([C:26]2[CH:31]=[CH:30][CH:29]=[CH:28][CH:27]=2)[C:20]2[CH:21]=[CH:22][CH:23]=[CH:24][CH:25]=2)[CH2:9][N:8]1[C:32]1[N:33]=[CH:34][C:35]([CH2:38][CH2:39][CH3:40])=[CH:36][N:37]=1)[C:46](=[O:48])[CH3:47]. Given the reactants [F:1][C:2]1[CH:44]=[CH:43][C:42]([F:45])=[CH:41][C:3]=1[CH2:4][NH:5][CH2:6][C@@H:7]1[CH2:11][C@@H:10]([S:12][C:13]([C:26]2[CH:31]=[CH:30][CH:29]=[CH:28][CH:27]=2)([C:20]2[CH:25]=[CH:24][CH:23]=[CH:22][CH:21]=2)[C:14]2[CH:19]=[CH:18][CH:17]=[CH:16][CH:15]=2)[CH2:9][N:8]1[C:32]1[N:37]=[CH:36][C:35]([CH2:38][CH2:39][CH3:40])=[CH:34][N:33]=1.[C:46](Cl)(=[O:48])[CH3:47], predict the reaction product. (6) Given the reactants ClC1C(I)=CN=C[N:3]=1.CN.[I:11][C:12]1[C:13]([NH:18][CH3:19])=[N:14][CH:15]=[N:16][CH:17]=1.B1(B2OC(C)(C)C(C)(C)O2)OC(C)(C)[C:22](C)(C)[O:21]1.CC([O-])=O.[K+].C([O-])([O-])=O.[K+].[K+], predict the reaction product. The product is: [I:11][C:12]1[C:13]([NH:18][CH3:19])=[N:14][CH:15]=[N:16][CH:17]=1.[CH3:22][OH:21].[NH3:3]. (7) Given the reactants [CH3:1][O:2][C:3]1[C:8]2[NH:9][C:10]([C:12]3[S:13][CH:14]=[CH:15][CH:16]=3)=[N:11][C:7]=2[C:6]([C:17]([O:19]C)=O)=[CH:5][CH:4]=1, predict the reaction product. The product is: [OH:2][CH2:3][CH2:8][NH:9][C:17]([C:6]1[C:7]2[N:11]=[C:10]([C:12]3[S:13][CH:14]=[CH:15][CH:16]=3)[NH:9][C:8]=2[C:3]([O:2][CH3:1])=[CH:4][CH:5]=1)=[O:19]. (8) Given the reactants [NH2:1][C:2]1[CH:7]=[CH:6][C:5]([Cl:8])=[CH:4][C:3]=1[C:9]([C:11]1[CH:16]=[CH:15][CH:14]=[CH:13][CH:12]=1)=O.O=[C:18]([CH3:31])[CH2:19][C:20]([O:22][C@@H:23]([C:25]1[CH:30]=[CH:29][CH:28]=[CH:27][CH:26]=1)[CH3:24])=[O:21].[O-]S(C(F)(F)F)(=O)=O.[Yb+3].[O-]S(C(F)(F)F)(=O)=O.[O-]S(C(F)(F)F)(=O)=O, predict the reaction product. The product is: [Cl:8][C:5]1[CH:4]=[C:3]2[C:2](=[CH:7][CH:6]=1)[N:1]=[C:18]([CH3:31])[C:19]([C:20]([O:22][C@@H:23]([C:25]1[CH:30]=[CH:29][CH:28]=[CH:27][CH:26]=1)[CH3:24])=[O:21])=[C:9]2[C:11]1[CH:16]=[CH:15][CH:14]=[CH:13][CH:12]=1. (9) Given the reactants [Cl:1][C:2]1[CH:7]=[CH:6][C:5]([OH:8])=[CH:4][CH:3]=1.[I-:9].[Na+].ClOC(C)(C)C, predict the reaction product. The product is: [Cl:1][C:2]1[CH:7]=[CH:6][C:5]([OH:8])=[C:4]([I:9])[CH:3]=1. (10) Given the reactants [CH2:1]([OH:10])[CH2:2][CH2:3][CH2:4][CH2:5][CH2:6][CH2:7][CH2:8][OH:9].N1C=CC=CC=1.[C:17](Cl)(=[O:21])[C:18]([CH3:20])=[CH2:19], predict the reaction product. The product is: [OH:9][CH2:8][CH2:7][CH2:6][CH2:5][CH2:4][CH2:3][CH2:2][CH2:1][O:10][C:17](=[O:21])[C:18]([CH3:20])=[CH2:19].